Dataset: Full USPTO retrosynthesis dataset with 1.9M reactions from patents (1976-2016). Task: Predict the reactants needed to synthesize the given product. (1) Given the product [Cl:3][C:4]1[C:5]([CH2:14][OH:15])=[N:6][CH:7]=[C:8]([C:10]([F:13])([F:11])[F:12])[CH:9]=1, predict the reactants needed to synthesize it. The reactants are: [BH4-].[Na+].[Cl:3][C:4]1[C:5]([C:14](OCC)=[O:15])=[N:6][CH:7]=[C:8]([C:10]([F:13])([F:12])[F:11])[CH:9]=1. (2) Given the product [Cl:26][C:27]1[C:32]([Cl:33])=[CH:31][CH:30]=[CH:29][C:28]=1[S:34]([N:20]1[CH2:21][CH2:22][CH:17]([N:15]2[C:14](=[O:23])[C:13]([CH3:25])([CH3:24])[C:12]([C:6]3[CH:7]=[CH:8][C:9]([O:10][CH3:11])=[C:4]([O:3][CH3:2])[CH:5]=3)=[N:16]2)[CH2:18][CH2:19]1)(=[O:36])=[O:35], predict the reactants needed to synthesize it. The reactants are: Cl.[CH3:2][O:3][C:4]1[CH:5]=[C:6]([C:12]2[C:13]([CH3:25])([CH3:24])[C:14](=[O:23])[N:15]([CH:17]3[CH2:22][CH2:21][NH:20][CH2:19][CH2:18]3)[N:16]=2)[CH:7]=[CH:8][C:9]=1[O:10][CH3:11].[Cl:26][C:27]1[C:32]([Cl:33])=[CH:31][CH:30]=[CH:29][C:28]=1[S:34](Cl)(=[O:36])=[O:35]. (3) Given the product [C:1]([O:5][C:6]([N:8]1[CH2:13][CH2:12][N:11]([C:15]([CH3:19])([CH3:18])[C:16]#[CH:17])[CH2:10][CH2:9]1)=[O:7])([CH3:4])([CH3:2])[CH3:3], predict the reactants needed to synthesize it. The reactants are: [C:1]([O:5][C:6]([N:8]1[CH2:13][CH2:12][NH:11][CH2:10][CH2:9]1)=[O:7])([CH3:4])([CH3:3])[CH3:2].Cl[C:15]([CH3:19])([CH3:18])[C:16]#[CH:17].CCN(CC)CC.Cl. (4) Given the product [C:26]1([N:25]2[C:24]3[CH:23]=[CH:22][C:21]([C:18]4[CH:17]=[CH:16][C:15]([NH:7][C:4]5[CH:3]=[CH:2][C:1]([C:8]6[CH:13]=[CH:12][CH:11]=[CH:10][CH:9]=6)=[CH:6][CH:5]=5)=[CH:20][CH:19]=4)=[CH:33][C:44]=3[C:41]3[C:42]2=[CH:46][CH:47]=[CH:52][CH:40]=3)[CH:27]=[CH:28][CH:29]=[CH:30][CH:31]=1, predict the reactants needed to synthesize it. The reactants are: [C:1]1([C:8]2[CH:13]=[CH:12][CH:11]=[CH:10][CH:9]=2)[CH:6]=[CH:5][C:4]([NH2:7])=[CH:3][CH:2]=1.Br[C:15]1[CH:20]=[CH:19][C:18]([C:21]2[CH:22]=[CH:23][C:24]3[N:25](C4C=CC=CC=4)[C:26]4[C:31](C=3[CH:33]=2)=[CH:30][CH:29]=[CH:28][CH:27]=4)=[CH:17][CH:16]=1.[CH3:40][C:41]([CH3:44])([O-])[CH3:42].[Na+].[CH3:46][C:47]1C=CC=C[C:52]=1C. (5) Given the product [OH:6][C:7]1[CH:12]=[CH:11][C:10]([O:13][CH3:14])=[CH:9][C:8]=1[C:15](=[O:19])[CH:16]([CH3:18])[CH3:17], predict the reactants needed to synthesize it. The reactants are: [Al+3].[Cl-].[Cl-].[Cl-].C[O:6][C:7]1[CH:12]=[CH:11][C:10]([O:13][CH3:14])=[CH:9][CH:8]=1.[C:15](Cl)(=[O:19])[CH:16]([CH3:18])[CH3:17]. (6) Given the product [CH2:1]([N:3]([CH:34]1[CH2:39][CH2:38][O:37][CH2:36][CH2:35]1)[C:4]1[C:5]([CH3:33])=[C:6]([CH:22]=[C:23]([C:25]#[C:26][CH:27]2[CH2:28][CH2:29][N:30]([CH2:40][C@@H:41]([OH:42])[CH3:43])[CH2:31][CH2:32]2)[CH:24]=1)[C:7]([NH:9][CH2:10][C:11]1[C:12](=[O:21])[NH:13][C:14]([CH3:20])=[CH:15][C:16]=1[CH:17]([CH3:19])[CH3:18])=[O:8])[CH3:2], predict the reactants needed to synthesize it. The reactants are: [CH2:1]([N:3]([CH:34]1[CH2:39][CH2:38][O:37][CH2:36][CH2:35]1)[C:4]1[C:5]([CH3:33])=[C:6]([CH:22]=[C:23]([C:25]#[C:26][CH:27]2[CH2:32][CH2:31][NH:30][CH2:29][CH2:28]2)[CH:24]=1)[C:7]([NH:9][CH2:10][C:11]1[C:12](=[O:21])[NH:13][C:14]([CH3:20])=[CH:15][C:16]=1[CH:17]([CH3:19])[CH3:18])=[O:8])[CH3:2].[CH3:40][C@H:41]1[CH2:43][O:42]1. (7) Given the product [Br:7][C:5]1[S:4][C:3]2[C:8](=[O:9])[NH:10][C:15]3([CH2:16][CH2:17][CH2:12][CH2:22]3)[NH:1][C:2]=2[CH:6]=1, predict the reactants needed to synthesize it. The reactants are: [NH2:1][C:2]1[CH:6]=[C:5]([Br:7])[S:4][C:3]=1[C:8]([NH2:10])=[O:9].O.[C:12]1([CH3:22])[CH:17]=[CH:16][C:15](S(O)(=O)=O)=CC=1.C([O-])(O)=O.[Na+]. (8) Given the product [F:12][C:11]([F:14])([F:13])[C:8]1[CH:9]=[C:10]2[C:2]([B:25]3[O:29][C:28]([CH3:31])([CH3:30])[C:27]([CH3:33])([CH3:32])[O:26]3)=[CH:3][N:4]([S:15]([C:18]3[CH:24]=[CH:23][C:21]([CH3:22])=[CH:20][CH:19]=3)(=[O:17])=[O:16])[C:5]2=[N:6][CH:7]=1, predict the reactants needed to synthesize it. The reactants are: Br[C:2]1[C:10]2[C:5](=[N:6][CH:7]=[C:8]([C:11]([F:14])([F:13])[F:12])[CH:9]=2)[N:4]([S:15]([C:18]2[CH:24]=[CH:23][C:21]([CH3:22])=[CH:20][CH:19]=2)(=[O:17])=[O:16])[CH:3]=1.[B:25]1([B:25]2[O:29][C:28]([CH3:31])([CH3:30])[C:27]([CH3:33])([CH3:32])[O:26]2)[O:29][C:28]([CH3:31])([CH3:30])[C:27]([CH3:33])([CH3:32])[O:26]1.C([O-])(=O)C.[K+].